The task is: Predict which catalyst facilitates the given reaction.. This data is from Catalyst prediction with 721,799 reactions and 888 catalyst types from USPTO. (1) Reactant: [CH3:1][O:2][CH2:3][CH2:4][CH:5]([C:10]1[CH:14]=[CH:13][NH:12][CH:11]=1)[CH2:6][CH2:7][O:8][CH3:9].O=P(Cl)(Cl)Cl.[OH-:20].[Na+].[CH2:22](Cl)Cl. Product: [CH:22]([C:11]1[NH:12][CH:13]=[CH:14][C:10]=1[CH:5]([CH2:6][CH2:7][O:8][CH3:9])[CH2:4][CH2:3][O:2][CH3:1])=[O:20]. The catalyst class is: 3. (2) Reactant: [Br:1][C:2]1[CH:3]=[N:4][CH:5]=[C:6]2[C:11]=1[N:10]=[C:9]([C:12]([OH:14])=O)[CH:8]=[CH:7]2.CN1CCOCC1.F[B-](F)(F)F.N1(OC(=[N+](C)C)N(C)C)C2C=CC=CC=2N=N1.[C:44]([NH:51][CH2:52][CH2:53][NH2:54])([O:46][C:47]([CH3:50])([CH3:49])[CH3:48])=[O:45]. Product: [C:47]([O:46][C:44](=[O:45])[NH:51][CH2:52][CH2:53][NH:54][C:12]([C:9]1[CH:8]=[CH:7][C:6]2[C:11](=[C:2]([Br:1])[CH:3]=[N:4][CH:5]=2)[N:10]=1)=[O:14])([CH3:50])([CH3:48])[CH3:49]. The catalyst class is: 35. (3) Reactant: Cl[C:2]([O:4][C:5]1[CH:10]=[CH:9][C:8]([N+:11]([O-:13])=[O:12])=[CH:7][CH:6]=1)=[O:3].C[NH:15][C:16]([C:18]1[CH:22]=[C:21]([CH2:23][OH:24])[O:20][N:19]=1)=[O:17].N1C=CC=CC=1. Product: [C:2](=[O:3])([O:4][C:5]1[CH:6]=[CH:7][C:8]([N+:11]([O-:13])=[O:12])=[CH:9][CH:10]=1)[O:24][CH2:23][C:21]1[O:20][N:19]=[C:18]([C:16](=[O:17])[NH2:15])[CH:22]=1. The catalyst class is: 4. (4) Reactant: [Cl:1][C:2]1[C:3]([F:29])=[C:4]([C@H:8]([O:22][CH2:23][C:24](OCC)=[O:25])[C@@H:9]2[CH2:14][CH2:13][CH2:12][N:11]([C:15]([O:17][C:18]([CH3:21])([CH3:20])[CH3:19])=[O:16])[CH2:10]2)[CH:5]=[CH:6][CH:7]=1.[NH3:30]. Product: [NH2:30][C:24](=[O:25])[CH2:23][O:22][CH:8]([C:4]1[CH:5]=[CH:6][CH:7]=[C:2]([Cl:1])[C:3]=1[F:29])[C@@H:9]1[CH2:14][CH2:13][CH2:12][N:11]([C:15]([O:17][C:18]([CH3:21])([CH3:20])[CH3:19])=[O:16])[CH2:10]1. The catalyst class is: 5.